From a dataset of Full USPTO retrosynthesis dataset with 1.9M reactions from patents (1976-2016). Predict the reactants needed to synthesize the given product. (1) Given the product [CH3:13][CH2:14][CH2:9][CH2:10][CH2:11][CH3:12].[CH3:4][CH2:5][O:6][C:7]([CH3:8])=[O:15], predict the reactants needed to synthesize it. The reactants are: C=O.N1[CH2:8][CH2:7][O:6][CH2:5][CH2:4]1.[C:9]1([OH:15])[CH:14]=[CH:13][CH:12]=[CH:11][CH:10]=1. (2) Given the product [C:45]1([CH3:55])[CH:46]=[CH:47][C:48]([S:51]([OH:54])(=[O:52])=[O:53])=[CH:49][CH:50]=1.[C:45]1([CH3:55])[CH:46]=[CH:47][C:48]([S:51]([OH:54])(=[O:52])=[O:53])=[CH:49][CH:50]=1.[CH:1]([O:4][C:5]([C:7]1[CH:8]([C:35]2[CH:40]=[CH:39][CH:38]=[C:37]([N+:41]([O-:43])=[O:42])[CH:36]=2)[C:9]([C:15]([O:17][CH:18]2[CH2:19][N:20]([CH:22]([C:29]3[CH:34]=[CH:33][CH:32]=[CH:31][CH:30]=3)[C:23]3[CH:28]=[CH:27][CH:26]=[CH:25][CH:24]=3)[CH2:21]2)=[O:16])=[C:10]([NH2:14])[NH:11][C:12]=1[CH3:13])=[O:6])([CH3:3])[CH3:2], predict the reactants needed to synthesize it. The reactants are: [CH:1]([O:4][C:5]([C:7]1[CH:8]([C:35]2[CH:40]=[CH:39][CH:38]=[C:37]([N+:41]([O-:43])=[O:42])[CH:36]=2)[C:9]([C:15]([O:17][CH:18]2[CH2:21][N:20]([CH:22]([C:29]3[CH:34]=[CH:33][CH:32]=[CH:31][CH:30]=3)[C:23]3[CH:28]=[CH:27][CH:26]=[CH:25][CH:24]=3)[CH2:19]2)=[O:16])=[C:10]([NH2:14])[NH:11][C:12]=1[CH3:13])=[O:6])([CH3:3])[CH3:2].O.[C:45]1([CH3:55])[CH:50]=[CH:49][C:48]([S:51]([OH:54])(=[O:53])=[O:52])=[CH:47][CH:46]=1. (3) Given the product [C:3]([N:11]1[CH2:28][CH2:27][CH:15]2[N:16]3[C:25]4[C:20](=[CH:21][CH:22]=[CH:23][C:24]=4[CH:14]2[CH2:13][CH2:12]1)[CH:19]([O:26][CH3:30])[CH2:18][CH2:17]3)(=[O:10])[C:4]1[CH:9]=[CH:8][CH:7]=[CH:6][CH:5]=1, predict the reactants needed to synthesize it. The reactants are: [H-].[Na+].[C:3]([N:11]1[CH2:28][CH2:27][CH:15]2[N:16]3[C:25]4[C:20](=[CH:21][CH:22]=[CH:23][C:24]=4[CH:14]2[CH2:13][CH2:12]1)[CH:19]([OH:26])[CH2:18][CH2:17]3)(=[O:10])[C:4]1[CH:9]=[CH:8][CH:7]=[CH:6][CH:5]=1.I[CH3:30].